This data is from Full USPTO retrosynthesis dataset with 1.9M reactions from patents (1976-2016). The task is: Predict the reactants needed to synthesize the given product. (1) Given the product [C:11]([O:10][C:6](=[O:5])[CH2:22][C:19]1[CH:20]=[CH:21][C:16]([Cl:15])=[CH:17][CH:18]=1)([CH3:12])([CH3:13])[CH3:14], predict the reactants needed to synthesize it. The reactants are: C([O:5][CH:6]([O:10][C:11]([CH3:14])([CH3:13])[CH3:12])N(C)C)(C)(C)C.[Cl:15][C:16]1[CH:21]=[CH:20][C:19]([CH2:22]C(O)=O)=[CH:18][CH:17]=1. (2) Given the product [Cl:1][C:2]1[N:11]=[CH:10][CH:9]=[C:8]([C:13]#[N:14])[C:3]=1[C:4]([O:6][CH3:7])=[O:5], predict the reactants needed to synthesize it. The reactants are: [Cl:1][C:2]1[N:11]=[CH:10][CH:9]=[C:8](I)[C:3]=1[C:4]([O:6][CH3:7])=[O:5].[C:13]([Cu])#[N:14]. (3) Given the product [O:37]=[S:2]1(=[O:1])[CH2:3][CH2:4][N:5]([C:8]2[CH:9]=[CH:10][C:11]([C:14]3[N:15]=[C:16]([C:30]4[CH:35]=[CH:34][C:33]([F:36])=[CH:32][N:31]=4)[O:17][C:18]=3[C@@H:19]3[CH2:25][CH:24]4[CH:22]([CH2:23]4)[CH2:21][C@H:20]3[C:26]([OH:28])=[O:27])=[CH:12][CH:13]=2)[CH2:6][CH2:7]1, predict the reactants needed to synthesize it. The reactants are: [O:1]=[S:2]1(=[O:37])[CH2:7][CH2:6][N:5]([C:8]2[CH:13]=[CH:12][C:11]([C:14]3[N:15]=[C:16]([C:30]4[CH:35]=[CH:34][C:33]([F:36])=[CH:32][N:31]=4)[O:17][C:18]=3[C@@H:19]3[CH2:25][CH:24]4[CH:22]([CH2:23]4)[CH2:21][C@H:20]3[C:26]([O:28]C)=[O:27])=[CH:10][CH:9]=2)[CH2:4][CH2:3]1. (4) Given the product [CH3:1][C:2]([CH3:12])([CH2:5][N:6]1[CH2:11][CH2:10][CH2:9][CH2:8][CH2:7]1)[CH2:3][O:4][S:14]([CH3:13])(=[O:16])=[O:15], predict the reactants needed to synthesize it. The reactants are: [CH3:1][C:2]([CH3:12])([CH2:5][N:6]1[CH2:11][CH2:10][CH2:9][CH2:8][CH2:7]1)[CH2:3][OH:4].[CH3:13][S:14](Cl)(=[O:16])=[O:15]. (5) Given the product [O:18]=[C:17]1[C:16]2([CH2:23][CH2:22][NH:21][CH2:20][CH2:19]2)[N:15]([C:34]2[CH:39]=[CH:38][CH:37]=[CH:36][CH:35]=2)[CH2:14][N:13]1[CH2:12][C:11]1[CH:10]=[CH:9][C:8]([C:6]([O:5][C:1]([CH3:2])([CH3:4])[CH3:3])=[O:7])=[CH:41][CH:40]=1, predict the reactants needed to synthesize it. The reactants are: [C:1]([O:5][C:6]([C:8]1[CH:41]=[CH:40][C:11]([CH2:12][N:13]2[C:17](=[O:18])[C:16]3([CH2:23][CH2:22][N:21](C(OCC4C=CC=CC=4)=O)[CH2:20][CH2:19]3)[N:15]([C:34]3[CH:39]=[CH:38][CH:37]=[CH:36][CH:35]=3)[CH2:14]2)=[CH:10][CH:9]=1)=[O:7])([CH3:4])([CH3:3])[CH3:2]. (6) Given the product [Cl:1][C:2]1[N:7]=[C:6]2[NH:8][C:9](=[O:47])[C:10]3([C@@H:11]([C:39]4[CH:44]=[CH:43][CH:42]=[C:41]([Cl:45])[C:40]=4[F:46])[C@H:12]([C:13]([NH:48][C@H:49]4[CH2:54][CH2:53][C@H:52]([CH2:55][OH:56])[CH2:51][CH2:50]4)=[O:38])[N:17]([C@H:16]([C:26]4[CH:31]=[CH:30][CH:29]=[CH:28][CH:27]=4)[C@@H:15]([OH:14])[C:32]4[CH:33]=[CH:34][CH:35]=[CH:36][CH:37]=4)[C:18]43[CH2:23][CH2:22][C:21]([CH3:25])([CH3:24])[CH2:20][CH2:19]4)[C:5]2=[CH:4][CH:3]=1, predict the reactants needed to synthesize it. The reactants are: [Cl:1][C:2]1[N:7]=[C:6]2[NH:8][C:9](=[O:47])[C@:10]3([C:18]4([CH2:23][CH2:22][C:21]([CH3:25])([CH3:24])[CH2:20][CH2:19]4)[N:17]4[C@@H:12]([C:13](=[O:38])[O:14][C@@H:15]([C:32]5[CH:37]=[CH:36][CH:35]=[CH:34][CH:33]=5)[C@H:16]4[C:26]4[CH:31]=[CH:30][CH:29]=[CH:28][CH:27]=4)[C@@H:11]3[C:39]3[CH:44]=[CH:43][CH:42]=[C:41]([Cl:45])[C:40]=3[F:46])[C:5]2=[CH:4][CH:3]=1.[NH2:48][C@H:49]1[CH2:54][CH2:53][C@H:52]([CH2:55][OH:56])[CH2:51][CH2:50]1.